Dataset: Forward reaction prediction with 1.9M reactions from USPTO patents (1976-2016). Task: Predict the product of the given reaction. (1) Given the reactants [CH3:1][O:2][C:3]1[CH:4]=[C:5]([N:13]=[C:14]=S)[CH:6]=[C:7]([O:11][CH3:12])[C:8]=1[O:9][CH3:10].[CH2:16]([N:20]([CH2:25][C:26]1[CH:27]=[C:28]([NH2:46])[C:29]([NH:32][CH2:33][CH2:34][CH2:35][N:36]([CH3:45])[CH2:37][CH2:38]C2C=CN=CC=2)=[CH:30][CH:31]=1)[CH2:21][CH:22]([CH3:24])[CH3:23])[CH:17]([CH3:19])[CH3:18].[NH3:47], predict the reaction product. The product is: [CH2:16]([N:20]([CH2:25][C:26]1[CH:31]=[CH:30][C:29]2[N:32]([CH2:33][CH2:34][CH2:35][N:36]([CH3:45])[CH2:37][CH2:38][C:5]3[CH:4]=[CH:3][CH:8]=[CH:7][N:47]=3)[C:14]([NH:13][C:5]3[CH:4]=[C:3]([O:2][CH3:1])[C:8]([O:9][CH3:10])=[C:7]([O:11][CH3:12])[CH:6]=3)=[N:46][C:28]=2[CH:27]=1)[CH2:21][CH:22]([CH3:23])[CH3:24])[CH:17]([CH3:18])[CH3:19]. (2) The product is: [CH:41]([OH:42])=[O:47].[Cl:24][C:22]1[CH:21]=[CH:20][C:19]([F:25])=[C:18]([C:10]2[CH:9]=[C:8]([C:4]3[CH:5]=[N:6][CH:7]=[C:2]([C:36]4[CH:35]=[N:34][N:33]([CH:30]5[CH2:31][CH2:32][N:27]([CH3:26])[CH2:28][CH2:29]5)[CH:37]=4)[CH:3]=3)[C:17]3[C:12](=[N:13][CH:14]=[CH:15][CH:16]=3)[N:11]=2)[CH:23]=1. Given the reactants Br[C:2]1[CH:3]=[C:4]([C:8]2[C:17]3[C:12](=[N:13][CH:14]=[CH:15][CH:16]=3)[N:11]=[C:10]([C:18]3[CH:23]=[C:22]([Cl:24])[CH:21]=[CH:20][C:19]=3[F:25])[CH:9]=2)[CH:5]=[N:6][CH:7]=1.[CH3:26][N:27]1[CH2:32][CH2:31][CH:30]([N:33]2[CH:37]=[C:36](B3[O:42][C:41](C)(C)C(C)(C)O3)[CH:35]=[N:34]2)[CH2:29][CH2:28]1.[OH2:47], predict the reaction product. (3) Given the reactants [OH:1][C:2]1[CH:7]=[CH:6][C:5]([C:8](=[O:10])[CH3:9])=[CH:4][C:3]=1[CH3:11].Br[CH2:13][C:14]([O:16][CH2:17][CH3:18])=[O:15].C(=O)([O-])[O-].[Cs+].[Cs+], predict the reaction product. The product is: [C:8]([C:5]1[CH:6]=[CH:7][C:2]([O:1][CH2:13][C:14]([O:16][CH2:17][CH3:18])=[O:15])=[C:3]([CH3:11])[CH:4]=1)(=[O:10])[CH3:9].